Dataset: Full USPTO retrosynthesis dataset with 1.9M reactions from patents (1976-2016). Task: Predict the reactants needed to synthesize the given product. Given the product [N:14]1[CH:13]=[C:12]([S:11][CH2:2][CH2:3][O:4][CH2:5][CH2:6][O:7][CH2:8][CH2:9][S:11][C:12]2[NH:16][N:15]=[N:14][CH:13]=2)[NH:16][N:15]=1, predict the reactants needed to synthesize it. The reactants are: I[CH2:2][CH2:3][O:4][CH2:5][CH2:6][O:7][CH2:8][CH2:9]I.[SH:11][C:12]1[NH:16][N:15]=[N:14][CH:13]=1.